Dataset: Catalyst prediction with 721,799 reactions and 888 catalyst types from USPTO. Task: Predict which catalyst facilitates the given reaction. (1) Reactant: [C:1]([O:5][C:6]([N:8]1[CH2:13][CH2:12][CH:11]([O:14][C:15]2[N:20]=[CH:19][N:18]=[C:17]([N:21]3[C:29]4[C:24](=[CH:25][C:26]([C:30](O)=[O:31])=[CH:27][CH:28]=4)[CH2:23][CH2:22]3)[C:16]=2[CH3:33])[CH:10]([F:34])[CH2:9]1)=[O:7])([CH3:4])([CH3:3])[CH3:2].C(=O)([O-])[O-].[N:39]1C=CC=CC=1.C(=O)([O-])O.[NH4+]. Product: [C:30]([C:26]1[CH:25]=[C:24]2[C:29](=[CH:28][CH:27]=1)[N:21]([C:17]1[N:18]=[CH:19][N:20]=[C:15]([O:14][CH:11]3[CH2:12][CH2:13][N:8]([C:6]([O:5][C:1]([CH3:3])([CH3:2])[CH3:4])=[O:7])[CH2:9][CH:10]3[F:34])[C:16]=1[CH3:33])[CH2:22][CH2:23]2)(=[O:31])[NH2:39]. The catalyst class is: 708. (2) Reactant: Br[C:2]1[N:7]=[C:6]([CH3:8])[NH:5][C:4](=[O:9])[C:3]=1[N+:10]([O-:12])=[O:11].[C:13]1([N:19]2[CH2:24][CH2:23][NH:22][CH2:21][CH2:20]2)[CH:18]=[CH:17][CH:16]=[CH:15][CH:14]=1.C(=O)([O-])[O-].[K+].[K+]. Product: [CH3:8][C:6]1[NH:5][C:4](=[O:9])[C:3]([N+:10]([O-:12])=[O:11])=[C:2]([N:22]2[CH2:23][CH2:24][N:19]([C:13]3[CH:18]=[CH:17][CH:16]=[CH:15][CH:14]=3)[CH2:20][CH2:21]2)[N:7]=1. The catalyst class is: 9. (3) Reactant: [OH:1][C@@H:2]([CH2:17][N:18]1[CH2:23][CH2:22][O:21][CH2:20][CH2:19]1)[CH2:3][N:4]1[CH2:9][CH2:8][C:7]2[NH:10][C:11]([CH:14]=O)=[C:12]([CH3:13])[C:6]=2[C:5]1=[O:16].[F:24][C:25]1[CH:26]=[C:27]2[C:31](=[CH:32][C:33]=1[NH:34][C:35](=[O:38])[CH2:36][OH:37])[NH:30][C:29](=[O:39])[CH2:28]2.N1CCCCC1. Product: [F:24][C:25]1[CH:26]=[C:27]2[C:31](=[CH:32][C:33]=1[NH:34][C:35](=[O:38])[CH2:36][OH:37])[NH:30][C:29](=[O:39])/[C:28]/2=[CH:14]\[C:11]1[NH:10][C:7]2[CH2:8][CH2:9][N:4]([CH2:3][C@@H:2]([OH:1])[CH2:17][N:18]3[CH2:19][CH2:20][O:21][CH2:22][CH2:23]3)[C:5](=[O:16])[C:6]=2[C:12]=1[CH3:13]. The catalyst class is: 8. (4) Reactant: [Br:1][C:2]1[C:10]2[O:9][CH2:8][CH:7]([NH:11][C:12]3[CH:25]=[CH:24][C:15]4[C@H:16]([CH2:19][C:20]([O:22][CH3:23])=[O:21])[CH2:17][O:18][C:14]=4[CH:13]=3)[C:6]=2[CH:5]=[CH:4][CH:3]=1.C(N(CC)CC)C.[F:33][C:34]([F:45])([F:44])[C:35](O[C:35](=[O:36])[C:34]([F:45])([F:44])[F:33])=[O:36]. Product: [Br:1][C:2]1[C:10]2[O:9][CH2:8][CH:7]([N:11]([C:35](=[O:36])[C:34]([F:45])([F:44])[F:33])[C:12]3[CH:25]=[CH:24][C:15]4[C@H:16]([CH2:19][C:20]([O:22][CH3:23])=[O:21])[CH2:17][O:18][C:14]=4[CH:13]=3)[C:6]=2[CH:5]=[CH:4][CH:3]=1. The catalyst class is: 7.